From a dataset of Full USPTO retrosynthesis dataset with 1.9M reactions from patents (1976-2016). Predict the reactants needed to synthesize the given product. (1) Given the product [F:20][C:21]1[CH:26]=[CH:25][C:24]([C:2]2[C:7]([O:19][CH2:18][C:15]3[CH:14]=[C:13]([CH3:12])[O:17][N:16]=3)=[N:6][CH:5]=[C:4]([CH:3]=2)[C:9]([NH:30][C@@H:31]2[CH2:36][CH2:35][CH2:34][CH2:33][C@H:32]2[OH:37])=[O:11])=[CH:23][CH:22]=1, predict the reactants needed to synthesize it. The reactants are: Br[C:2]1[CH:3]=[C:4]([C:9]([OH:11])=O)[CH:5]=[N:6][C:7]=1Cl.[CH3:12][C:13]1[O:17][N:16]=[C:15]([CH2:18][OH:19])[CH:14]=1.[F:20][C:21]1[CH:26]=[CH:25][C:24](B(O)O)=[CH:23][CH:22]=1.[NH2:30][C@@H:31]1[CH2:36][CH2:35][CH2:34][CH2:33][C@H:32]1[OH:37]. (2) Given the product [Br:1][C:2]1[N:3]=[CH:4][N:5]([CH2:15][O:16][CH2:17][CH2:18][Si:19]([CH3:22])([CH3:21])[CH3:20])[C:6]=1[C:7]([O:9][CH2:10][CH3:11])=[O:8], predict the reactants needed to synthesize it. The reactants are: [Br:1][C:2]1[N:3]=[CH:4][NH:5][C:6]=1[C:7]([O:9][CH2:10][CH3:11])=[O:8].[H-].[Na+].Cl[CH2:15][O:16][CH2:17][CH2:18][Si:19]([CH3:22])([CH3:21])[CH3:20]. (3) Given the product [C:1]([O:5][C:6](=[O:29])[C@H:7]([CH2:24][CH2:25][CH2:26][CH2:27][CH3:28])[C@@H:8]([OH:15])[CH2:9][CH2:10][CH2:11][CH2:12][CH2:13][CH3:14])([CH3:3])([CH3:4])[CH3:2], predict the reactants needed to synthesize it. The reactants are: [C:1]([O:5][C:6](=[O:29])[C@H:7]([CH2:24][CH2:25][CH2:26][CH2:27][CH3:28])[C@@H:8]([O:15]C(=O)C1C=CC=CC=1)[CH2:9][CH2:10][CH2:11][CH2:12][CH2:13][CH3:14])([CH3:4])([CH3:3])[CH3:2].CCCC[Sn](O[Sn](CCCC)(CCCC)CCCC)(CCCC)CCCC. (4) Given the product [C:20]([Si:23]([CH3:25])([CH3:24])[O:9][CH2:8][CH2:7][C:4]1[S:5][CH:6]=[C:2]([CH3:1])[CH:3]=1)([CH3:22])([CH3:21])[CH3:19], predict the reactants needed to synthesize it. The reactants are: [CH3:1][C:2]1[CH:3]=[C:4]([CH2:7][CH2:8][OH:9])[S:5][CH:6]=1.C(N(C(C)C)CC)(C)C.[CH3:19][C:20]([Si:23](Cl)([CH3:25])[CH3:24])([CH3:22])[CH3:21]. (5) Given the product [CH:47]1(/[CH:46]=[CH:45]/[CH2:44][C@@H:8]2[C@@H:9]([OH:40])[C@@H:10]([O:16][C@@H:17]3[C@@H:22]([OH:23])[C@@H:21]([OH:27])[C@H:20]([OH:31])[C@@H:19]([CH2:35][OH:36])[O:18]3)[C@H:11]([OH:12])[C@@H:6]([CH2:5][OH:4])[O:7]2)[CH2:52][CH2:51][CH2:50][CH2:49][CH2:48]1, predict the reactants needed to synthesize it. The reactants are: C([O:4][CH2:5][C@@H:6]1[C@@H:11]([O:12]C(=O)C)[C@H:10]([O:16][C@@H:17]2[C@@H:22]([O:23]C(=O)C)[C@@H:21]([O:27]C(=O)C)[C@H:20]([O:31]C(=O)C)[C@@H:19]([CH2:35][O:36]C(=O)C)[O:18]2)[C@H:9]([O:40]C(=O)C)[C@@H:8]([CH2:44]/[CH:45]=[CH:46]/[CH:47]2[CH2:52][CH2:51][CH2:50][CH2:49][CH2:48]2)[O:7]1)(=O)C.C[O-].[Na+].CO. (6) Given the product [CH2:1]([O:8][C:9]([NH:11][C@@H:12]([C:14]1[CH:22]=[CH:21][C:17]([C:18]([Cl:25])=[O:19])=[CH:16][CH:15]=1)[CH3:13])=[O:10])[C:2]1[CH:7]=[CH:6][CH:5]=[CH:4][CH:3]=1, predict the reactants needed to synthesize it. The reactants are: [CH2:1]([O:8][C:9]([NH:11][C@@H:12]([C:14]1[CH:22]=[CH:21][C:17]([C:18](O)=[O:19])=[CH:16][CH:15]=1)[CH3:13])=[O:10])[C:2]1[CH:7]=[CH:6][CH:5]=[CH:4][CH:3]=1.S(Cl)([Cl:25])=O.